This data is from Full USPTO retrosynthesis dataset with 1.9M reactions from patents (1976-2016). The task is: Predict the reactants needed to synthesize the given product. (1) Given the product [Cl:21][C:22]1[CH:23]=[C:24]2[C:30]([C:2]3[N:7]=[C:6]([NH:8][C@H:9]4[CH2:14][CH2:13][CH2:12][C@@:11]([CH3:19])([C:15]([O:17][CH3:18])=[O:16])[CH2:10]4)[C:5]([F:20])=[CH:4][N:3]=3)=[CH:29][N:28]([S:40]([C:43]3[CH:48]=[CH:47][C:46]([CH3:49])=[CH:45][CH:44]=3)(=[O:41])=[O:42])[C:25]2=[N:26][CH:27]=1, predict the reactants needed to synthesize it. The reactants are: Cl[C:2]1[N:7]=[C:6]([NH:8][C@H:9]2[CH2:14][CH2:13][CH2:12][C@@:11]([CH3:19])([C:15]([O:17][CH3:18])=[O:16])[CH2:10]2)[C:5]([F:20])=[CH:4][N:3]=1.[Cl:21][C:22]1[CH:23]=[C:24]2[C:30](B3OC(C)(C)C(C)(C)O3)=[CH:29][N:28]([S:40]([C:43]3[CH:48]=[CH:47][C:46]([CH3:49])=[CH:45][CH:44]=3)(=[O:42])=[O:41])[C:25]2=[N:26][CH:27]=1.C(=O)([O-])[O-].[Na+].[Na+]. (2) Given the product [F:1][C:2]1[CH:3]=[C:4]([C:8]#[C:9][C:10]2[CH:11]=[CH:12][C:13]([C:14]([OH:16])=[O:15])=[CH:19][CH:20]=2)[CH:5]=[CH:6][CH:7]=1, predict the reactants needed to synthesize it. The reactants are: [F:1][C:2]1[CH:3]=[C:4]([C:8]#[C:9][C:10]2[CH:20]=[CH:19][C:13]([C:14]([O:16]CC)=[O:15])=[CH:12][CH:11]=2)[CH:5]=[CH:6][CH:7]=1.[OH-].[Na+]. (3) Given the product [CH3:21][S:22]([O:13]/[N:12]=[C:9]1\[CH2:8][CH2:7][C:6]2[C:10]\1=[CH:11][C:3]([O:2][CH3:1])=[CH:4][CH:5]=2)(=[O:24])=[O:23], predict the reactants needed to synthesize it. The reactants are: [CH3:1][O:2][C:3]1[CH:11]=[C:10]2[C:6]([CH2:7][CH2:8]/[C:9]/2=[N:12]\[OH:13])=[CH:5][CH:4]=1.CCN(CC)CC.[CH3:21][S:22](Cl)(=[O:24])=[O:23]. (4) Given the product [CH:1]([C:4]1[O:5][CH:6]=[C:7](/[CH:9]=[CH:29]\[C:28]2[C:24]([O:23][CH2:22][O:21][CH3:20])=[N:25][N:26]([C:31]3[CH:36]=[CH:35][CH:34]=[CH:33][CH:32]=3)[CH:27]=2)[N:8]=1)([CH3:2])[CH3:3], predict the reactants needed to synthesize it. The reactants are: [CH:1]([C:4]1[O:5][CH:6]=[C:7]([CH2:9]P(=O)(OCC)OCC)[N:8]=1)([CH3:3])[CH3:2].[H-].[Na+].[CH3:20][O:21][CH2:22][O:23][C:24]1[C:28]([CH:29]=O)=[CH:27][N:26]([C:31]2[CH:36]=[CH:35][CH:34]=[CH:33][CH:32]=2)[N:25]=1.O. (5) Given the product [N:16]([N:1]1[C:10]2[C:5](=[CH:6][CH:7]=[CH:8][CH:9]=2)[CH2:4][CH2:3][CH2:2]1)=[O:17], predict the reactants needed to synthesize it. The reactants are: [NH:1]1[C:10]2[C:5](=[CH:6][CH:7]=[CH:8][CH:9]=2)[CH2:4][CH2:3][CH2:2]1.OS(O)(=O)=O.[N:16]([O-])=[O:17].[Na+]. (6) Given the product [C:36]1([CH:7]([C:1]2[CH:6]=[CH:5][CH:4]=[CH:3][CH:2]=2)[CH2:8][NH:9][C:10]2[C:19]3[C:14](=[CH:15][CH:16]=[CH:17][CH:18]=3)[N:13]=[C:12]([C:20]3[C:28]4[C:23](=[CH:24][CH:25]=[CH:26][CH:27]=4)[NH:22][CH:21]=3)[N:11]=2)[CH:37]=[CH:38][CH:39]=[CH:40][CH:41]=1, predict the reactants needed to synthesize it. The reactants are: [C:1]1([CH:7]([C:36]2[CH:41]=[CH:40][CH:39]=[CH:38][CH:37]=2)[CH2:8][NH:9][C:10]2[C:19]3[C:14](=[CH:15][CH:16]=[CH:17][CH:18]=3)[N:13]=[C:12]([C:20]3[C:28]4[C:23](=[CH:24][CH:25]=[CH:26][CH:27]=4)[N:22](C(OC(C)(C)C)=O)[CH:21]=3)[N:11]=2)[CH:6]=[CH:5][CH:4]=[CH:3][CH:2]=1. (7) Given the product [Cl:1][C:2]1[CH:3]=[CH:4][C:5]([C:8]2[CH2:13][CH2:12][CH2:11][CH2:10][C:9]=2[CH2:14][OH:15])=[CH:6][CH:7]=1, predict the reactants needed to synthesize it. The reactants are: [Cl:1][C:2]1[CH:7]=[CH:6][C:5]([C:8]2[CH2:13][CH2:12][CH2:11][CH2:10][C:9]=2[C:14](OCC)=[O:15])=[CH:4][CH:3]=1.[H-].[H-].[H-].[H-].[Li+].[Al+3].Cl. (8) Given the product [CH3:32][O:33][C:34](=[O:44])[C:35]1[CH:40]=[C:39]([N:27]2[C:26]3[CH:31]=[C:22]([O:21][C@H:18]4[CH2:19][CH2:20][N:16]([C:14]([O:13][C:9]([CH3:12])([CH3:10])[CH3:11])=[O:15])[CH2:17]4)[CH:23]=[CH:24][C:25]=3[O:30][CH2:29][CH2:28]2)[CH:38]=[N:37][C:36]=1[O:42][CH3:43], predict the reactants needed to synthesize it. The reactants are: [O-]P([O-])([O-])=O.[K+].[K+].[K+].[C:9]([O:13][C:14]([N:16]1[CH2:20][CH2:19][C@H:18]([O:21][C:22]2[CH:23]=[CH:24][C:25]3[O:30][CH2:29][CH2:28][NH:27][C:26]=3[CH:31]=2)[CH2:17]1)=[O:15])([CH3:12])([CH3:11])[CH3:10].[CH3:32][O:33][C:34](=[O:44])[C:35]1[CH:40]=[C:39](Br)[CH:38]=[N:37][C:36]=1[O:42][CH3:43].